From a dataset of Full USPTO retrosynthesis dataset with 1.9M reactions from patents (1976-2016). Predict the reactants needed to synthesize the given product. Given the product [Cl:1][C:2]1[CH:7]=[C:6]([Cl:8])[CH:5]=[CH:4][C:3]=1[C:9]1[N:10]=[C:11]([CH2:36][C:37]2[CH:42]=[CH:41][C:40]([C:43]3[CH:48]=[CH:47][C:46]([N:49]4[CH2:54][CH2:53][N:52]([CH2:57][CH3:58])[C:51](=[O:55])[CH2:50]4)=[CH:45][CH:44]=3)=[CH:39][CH:38]=2)[N:12]([C:14]2[CH:19]=[CH:18][C:17]([N:20]3[CH2:24][C:23](=[O:25])[NH:22][S:21]3(=[O:34])=[O:35])=[CH:16][CH:15]=2)[CH:13]=1, predict the reactants needed to synthesize it. The reactants are: [Cl:1][C:2]1[CH:7]=[C:6]([Cl:8])[CH:5]=[CH:4][C:3]=1[C:9]1[N:10]=[C:11]([CH2:36][C:37]2[CH:42]=[CH:41][C:40]([C:43]3[CH:48]=[CH:47][C:46]([N:49]4[CH2:54][CH2:53][NH:52][C:51](=[O:55])[CH2:50]4)=[CH:45][CH:44]=3)=[CH:39][CH:38]=2)[N:12]([C:14]2[CH:19]=[CH:18][C:17]([N:20]3[CH2:24][C:23](=[O:25])[N:22](COCC[Si](C)(C)C)[S:21]3(=[O:35])=[O:34])=[CH:16][CH:15]=2)[CH:13]=1.I[CH2:57][CH3:58].